This data is from Reaction yield outcomes from USPTO patents with 853,638 reactions. The task is: Predict the reaction yield, written as a fraction of the theoretical maximum amount of product (1.0 means a 100% yield; for example, 0.34 means a 34% yield). The reactants are C(OC([C:11]1[C:19]2[C:14](=[CH:15][CH:16]=[C:17](CCOS(C)(=O)=O)[CH:18]=2)[NH:13][C:12]=1C)=O)C1C=CC=CC=1.[NH:28]1CCC[C@@H]1CO. The catalyst is O1CCOCC1. The product is [NH:13]1[C:14]2[C:19](=[CH:18][CH:17]=[CH:16][CH:15]=2)[CH:11]=[C:12]1[NH2:28]. The yield is 0.570.